This data is from Catalyst prediction with 721,799 reactions and 888 catalyst types from USPTO. The task is: Predict which catalyst facilitates the given reaction. (1) Reactant: [NH:1]1[CH2:6][CH2:5][O:4][CH2:3][CH2:2]1.C([O-])([O-])=O.[K+].[K+].[Cl:13][C:14]1[CH:19]=[CH:18][N:17]=[C:16]2[N:20]([S:39]([C:42]3[CH:47]=[CH:46][C:45]([CH3:48])=[CH:44][CH:43]=3)(=[O:41])=[O:40])[C:21]([C:23]3[C:27]4=[N:28][C:29]([O:34][CH3:35])=[C:30]([O:32][CH3:33])[CH:31]=[C:26]4[N:25]([CH2:36][CH2:37]I)[CH:24]=3)=[CH:22][C:15]=12. Product: [Cl:13][C:14]1[CH:19]=[CH:18][N:17]=[C:16]2[N:20]([S:39]([C:42]3[CH:43]=[CH:44][C:45]([CH3:48])=[CH:46][CH:47]=3)(=[O:40])=[O:41])[C:21]([C:23]3[C:27]4=[N:28][C:29]([O:34][CH3:35])=[C:30]([O:32][CH3:33])[CH:31]=[C:26]4[N:25]([CH2:36][CH2:37][N:1]4[CH2:6][CH2:5][O:4][CH2:3][CH2:2]4)[CH:24]=3)=[CH:22][C:15]=12. The catalyst class is: 23. (2) Reactant: [CH2:1]([O:8][C:9]1[CH:14]=[CH:13][C:12]([NH2:15])=[CH:11][CH:10]=1)[C:2]1[CH:7]=[CH:6][CH:5]=[CH:4][CH:3]=1.[CH2:16]([N:18]([CH2:21][CH3:22])[CH2:19]C)C.C[NH:24][C:25]1C(N)=C[CH:28]=[CH:29][CH:30]=1.CCN=C=NCCCN(C)C. Product: [CH2:1]([O:8][C:9]1[CH:10]=[CH:11][C:12]([NH:15][C:19]2[N:18]([CH3:16])[C:21]3[CH:22]=[CH:28][CH:29]=[CH:30][C:25]=3[N:24]=2)=[CH:13][CH:14]=1)[C:2]1[CH:3]=[CH:4][CH:5]=[CH:6][CH:7]=1. The catalyst class is: 124. (3) Reactant: [CH3:1][O:2][CH:3]([O:16][CH3:17])[C:4]1[C:13]([CH:14]=[O:15])=[CH:12][C:11]2[CH2:10][CH2:9][CH2:8][NH:7][C:6]=2[N:5]=1.[BH4-].[Na+]. Product: [CH3:17][O:16][CH:3]([O:2][CH3:1])[C:4]1[C:13]([CH2:14][OH:15])=[CH:12][C:11]2[CH2:10][CH2:9][CH2:8][NH:7][C:6]=2[N:5]=1. The catalyst class is: 100.